The task is: Predict the product of the given reaction.. This data is from Forward reaction prediction with 1.9M reactions from USPTO patents (1976-2016). (1) Given the reactants [C:1]([O:5][C:6]([N:8]1[C:16]2[CH2:15][CH2:14][N:13]([C:17](=S)[CH2:18][C:19]([CH:21]3[CH2:23][CH2:22]3)=O)[CH2:12][C:11]=2[CH:10]=[C:9]1[C:25]1[C:30]([F:31])=[CH:29][CH:28]=[CH:27][C:26]=1[F:32])=[O:7])([CH3:4])([CH3:3])[CH3:2].C(OC(N1C2NCC(C(=S)CC(C3CC3)=S)CC=2C=C1C1C(F)=CC=CC=1F)=O)(C)(C)C.[CH3:65][NH:66][NH2:67], predict the reaction product. The product is: [C:1]([O:5][C:6]([N:8]1[C:16]2[CH2:15][CH2:14][N:13]([C:17]3[N:66]([CH3:65])[N:67]=[C:19]([CH:21]4[CH2:23][CH2:22]4)[CH:18]=3)[CH2:12][C:11]=2[CH:10]=[C:9]1[C:25]1[C:26]([F:32])=[CH:27][CH:28]=[CH:29][C:30]=1[F:31])=[O:7])([CH3:3])([CH3:2])[CH3:4].[C:1]([O:5][C:6]([N:8]1[C:16]2[CH2:15][CH2:14][N:13]([C:17]3[CH:18]=[C:19]([CH:21]4[CH2:23][CH2:22]4)[N:66]([CH3:65])[N:67]=3)[CH2:12][C:11]=2[CH:10]=[C:9]1[C:25]1[C:26]([F:32])=[CH:27][CH:28]=[CH:29][C:30]=1[F:31])=[O:7])([CH3:3])([CH3:2])[CH3:4]. (2) Given the reactants [C:1]([C:5]1[C:6]([OH:13])=[C:7]([CH:10]=[CH:11][CH:12]=1)[CH:8]=[O:9])([CH3:4])([CH3:3])[CH3:2].[Br:14]Br, predict the reaction product. The product is: [Br:14][C:11]1[CH:12]=[C:5]([C:1]([CH3:4])([CH3:2])[CH3:3])[C:6]([OH:13])=[C:7]([CH:10]=1)[CH:8]=[O:9]. (3) The product is: [N:1]([CH2:4][CH2:5][N:6]1[C:10]2[CH:11]=[CH:12][C:13]([C:15]([N:44]3[CH:37]4[CH2:43][CH2:42][CH:41]3[CH2:40][CH:39]([OH:45])[CH2:38]4)=[O:17])=[CH:14][C:9]=2[N:8]=[CH:7]1)=[N+:2]=[N-:3]. Given the reactants [N:1]([CH2:4][CH2:5][N:6]1[C:10]2[CH:11]=[CH:12][C:13]([C:15]([OH:17])=O)=[CH:14][C:9]=2[N:8]=[CH:7]1)=[N+:2]=[N-:3].C1C=CC2N(O)N=NC=2C=1.CCN(C(C)C)C(C)C.[CH:37]12[NH:44][CH:41]([CH2:42][CH2:43]1)[CH2:40][CH:39]([OH:45])[CH2:38]2.CCN=C=NCCCN(C)C.Cl, predict the reaction product. (4) Given the reactants [CH3:1][C:2]1[C:6]([C:7](O)=[O:8])=[CH:5][N:4]([C:10]2[CH:15]=[CH:14][N:13]=[C:12]3[N:16]([CH2:19][O:20][CH2:21][CH2:22][Si:23]([CH3:26])([CH3:25])[CH3:24])[CH:17]=[CH:18][C:11]=23)[N:3]=1.C1N=CN(C(N2C=NC=C2)=O)C=1.C1COCC1.[NH:44]1[CH2:49][CH2:48][CH2:47][CH2:46][CH2:45]1, predict the reaction product. The product is: [CH3:1][C:2]1[C:6]([C:7]([N:44]2[CH2:49][CH2:48][CH2:47][CH2:46][CH2:45]2)=[O:8])=[CH:5][N:4]([C:10]2[CH:15]=[CH:14][N:13]=[C:12]3[N:16]([CH2:19][O:20][CH2:21][CH2:22][Si:23]([CH3:24])([CH3:25])[CH3:26])[CH:17]=[CH:18][C:11]=23)[N:3]=1. (5) Given the reactants Br[CH2:2][C:3]1[CH:8]=[CH:7][C:6]([CH2:9][CH2:10][N:11]2[CH:16]=[CH:15][C:14]([O:17][CH2:18][C:19]3[CH:24]=[CH:23][CH:22]=[C:21]([F:25])[CH:20]=3)=[CH:13][C:12]2=[O:26])=[CH:5][CH:4]=1.[NH:27]1[CH2:31][CH2:30][CH2:29][CH2:28]1, predict the reaction product. The product is: [F:25][C:21]1[CH:20]=[C:19]([CH:24]=[CH:23][CH:22]=1)[CH2:18][O:17][C:14]1[CH:15]=[CH:16][N:11]([CH2:10][CH2:9][C:6]2[CH:7]=[CH:8][C:3]([CH2:2][N:27]3[CH2:31][CH2:30][CH2:29][CH2:28]3)=[CH:4][CH:5]=2)[C:12](=[O:26])[CH:13]=1. (6) Given the reactants Br[C:2]1[S:3][CH:4]=[CH:5][N:6]=1.[C:7]([Si:9]([CH3:12])([CH3:11])[CH3:10])#[CH:8], predict the reaction product. The product is: [CH3:10][Si:9]([CH3:12])([CH3:11])[C:7]#[C:8][C:2]1[S:3][CH:4]=[CH:5][N:6]=1. (7) Given the reactants F[C:2]1[CH:7]=[CH:6][C:5]([N+:8]([O-:10])=[O:9])=[CH:4][CH:3]=1.[C:11]([O:15][C:16]([N:18]1[CH2:24][CH2:23][CH2:22][NH:21][CH2:20][CH2:19]1)=[O:17])([CH3:14])([CH3:13])[CH3:12].C(=O)([O-])[O-].[K+].[K+], predict the reaction product. The product is: [C:11]([O:15][C:16]([N:18]1[CH2:24][CH2:23][CH2:22][N:21]([C:2]2[CH:7]=[CH:6][C:5]([N+:8]([O-:10])=[O:9])=[CH:4][CH:3]=2)[CH2:20][CH2:19]1)=[O:17])([CH3:14])([CH3:12])[CH3:13]. (8) The product is: [C:1]([O:5][C:6]([N:8]1[CH2:9][CH:10]=[C:11]([C:14]2[NH:31][C:17]3[N:18]=[CH:19][N:20]=[C:21]([NH:22][C:23]4[CH:28]=[CH:27][C:26](=[O:29])[NH:25][CH:24]=4)[C:16]=3[CH:15]=2)[CH2:12][CH2:13]1)=[O:7])([CH3:4])([CH3:2])[CH3:3]. Given the reactants [C:1]([O:5][C:6]([N:8]1[CH2:13][CH:12]=[C:11]([C:14]2[NH:31][C:17]3[N:18]=[CH:19][N:20]=[C:21]([NH:22][C:23]4[CH:24]=[N:25][C:26]([O:29]C)=[CH:27][CH:28]=4)[C:16]=3[CH:15]=2)[CH2:10][CH2:9]1)=[O:7])([CH3:4])([CH3:3])[CH3:2].[Na+].[I-].C[Si](Cl)(C)C.C([O-])(O)=O.[Na+].CC(OC(OC(OC(C)(C)C)=O)=O)(C)C, predict the reaction product.